The task is: Binary Classification. Given a drug SMILES string, predict its activity (active/inactive) in a high-throughput screening assay against a specified biological target.. This data is from HIV replication inhibition screening data with 41,000+ compounds from the AIDS Antiviral Screen. (1) The compound is Cn1cc(NC(=O)c2cc([N+](=O)[O-])cn2C)cc1C(=O)Nc1cc(S(=O)(=O)O)c2cc(S(=O)(=O)O)cc(S(=O)(=O)O)c2c1.[NaH]. The result is 1 (active). (2) The drug is CCc1c(OC)oc(CCCCCCCCCC(C)C(C)=O)c(C)c1=O. The result is 0 (inactive). (3) The compound is C=CC1(O)CC(n2cc(C)c(=O)[nH]c2=O)OC1CO. The result is 0 (inactive). (4) The compound is CCN(C(C)=N)c1ccccc1. The result is 0 (inactive). (5) The drug is Cc1c([N+](=O)[O-])ccc2c1C(=O)c1ccccc1C2=O. The result is 0 (inactive).